Dataset: Full USPTO retrosynthesis dataset with 1.9M reactions from patents (1976-2016). Task: Predict the reactants needed to synthesize the given product. (1) Given the product [C:1]([O:10][CH2:5][C:6]([CH3:9])([CH3:8])[CH3:7])(=[O:3])[CH3:2], predict the reactants needed to synthesize it. The reactants are: [C:1](Cl)(=[O:3])[CH3:2].[CH2:5]([OH:10])[C:6]([CH3:9])([CH3:8])[CH3:7].CN1C=CN=C1. (2) Given the product [Cl:26][C:23]1[CH:24]=[CH:25][C:20]([NH:19][C:17](=[O:18])[NH:16][C:13]2[CH:14]=[CH:15][C:10]([N:7]3[C:6]4[CH:31]=[CH:32][C:3]([NH:2][C:33](=[O:35])[CH3:34])=[CH:4][C:5]=4[N:9]=[CH:8]3)=[CH:11][CH:12]=2)=[CH:21][C:22]=1[C:27]([F:29])([F:30])[F:28], predict the reactants needed to synthesize it. The reactants are: Cl.[NH2:2][C:3]1[CH:32]=[CH:31][C:6]2[N:7]([C:10]3[CH:15]=[CH:14][C:13]([NH:16][C:17]([NH:19][C:20]4[CH:25]=[CH:24][C:23]([Cl:26])=[C:22]([C:27]([F:30])([F:29])[F:28])[CH:21]=4)=[O:18])=[CH:12][CH:11]=3)[CH:8]=[N:9][C:5]=2[CH:4]=1.[C:33](OC(=O)C)(=[O:35])[CH3:34]. (3) Given the product [C:32]([O:31][C:29](=[O:30])[NH:7][C:2]1([CH2:5][OH:6])[CH2:3][O:4][C:12]([CH3:14])([CH3:13])[O:8][CH2:1]1)([CH3:35])([CH3:34])[CH3:33], predict the reactants needed to synthesize it. The reactants are: [CH2:1]([OH:8])[C:2]([NH2:7])([CH2:5][OH:6])[CH2:3][OH:4].Cl.CO[C:12](OC)([CH3:14])[CH3:13].O.C1(C)C=CC(S(O)(=O)=O)=CC=1.[C:29](O[C:29]([O:31][C:32]([CH3:35])([CH3:34])[CH3:33])=[O:30])([O:31][C:32]([CH3:35])([CH3:34])[CH3:33])=[O:30]. (4) Given the product [Br:1][C:2]1[CH:7]=[CH:6][N:5]=[C:4]2[N:8]([C:38]([O:39][C:29]([CH3:30])([CH3:34])[CH3:28])=[O:16])[CH:9]=[CH:10][C:3]=12, predict the reactants needed to synthesize it. The reactants are: [Br:1][C:2]1[CH:7]=[CH:6][N:5]=[C:4]2[NH:8][CH:9]=[CH:10][C:3]=12.FC(S(OS(C(F)(F)F)(=O)=O)(=O)=[O:16])(F)F.N1[C:30]2=[N+]([O-])C=C[CH:34]=[C:29]2[CH:28]=C1.CN(C)[CH:38]=[O:39]. (5) Given the product [CH3:17][N:14]1[CH2:13][CH2:12][N:11]([CH2:10][C:7]2[CH:8]=[CH:9][C:4]([C:3]([OH:18])=[O:2])=[CH:5][CH:6]=2)[CH2:16][CH2:15]1, predict the reactants needed to synthesize it. The reactants are: C[O:2][C:3](=[O:18])[C:4]1[CH:9]=[CH:8][C:7]([CH2:10][N:11]2[CH2:16][CH2:15][N:14]([CH3:17])[CH2:13][CH2:12]2)=[CH:6][CH:5]=1.O.Cl. (6) Given the product [OH:4][CH2:3][CH2:2][NH:1][S:14]([C:9]1[CH:10]=[CH:11][CH:12]=[CH:13][C:8]=1[N+:5]([O-:7])=[O:6])(=[O:15])=[O:16], predict the reactants needed to synthesize it. The reactants are: [NH2:1][CH2:2][CH2:3][OH:4].[N+:5]([C:8]1[CH:13]=[CH:12][CH:11]=[CH:10][C:9]=1[S:14](Cl)(=[O:16])=[O:15])([O-:7])=[O:6].N1C=CC=CC=1.O. (7) Given the product [CH:2]1([N:8]2[CH2:12][CH2:11][CH2:10][CH2:9]2)[CH2:7][CH2:6][CH2:5][CH2:4][CH2:3]1, predict the reactants needed to synthesize it. The reactants are: Cl.[CH:2]1([NH+:8]2[CH2:12][CH2:11][CH2:10][CH2:9]2)[CH2:7][CH2:6][CH2:5][CH2:4][CH2:3]1. (8) Given the product [I:1][C:2]1[C:6]([C:7]([OH:9])=[O:8])=[CH:5][N:4]([CH2:12][O:13][CH2:14][CH2:15][Si:16]([CH3:19])([CH3:18])[CH3:17])[N:3]=1, predict the reactants needed to synthesize it. The reactants are: [I:1][C:2]1[C:6]([C:7]([O:9]CC)=[O:8])=[CH:5][N:4]([CH2:12][O:13][CH2:14][CH2:15][Si:16]([CH3:19])([CH3:18])[CH3:17])[N:3]=1.[OH-].[Na+].